Dataset: Full USPTO retrosynthesis dataset with 1.9M reactions from patents (1976-2016). Task: Predict the reactants needed to synthesize the given product. (1) The reactants are: [N:1]1([S:12]([C:15]2[S:19][C:18]([NH:20][C:21](=O)C(F)(F)F)=[C:17]([C:27]([NH2:29])=O)[CH:16]=2)(=[O:14])=[O:13])[C:7]2[CH:8]=[CH:9][CH:10]=[CH:11][C:6]=2[CH2:5][CH2:4][CH2:3][CH2:2]1.[CH3:30][N:31](C=O)[CH3:32].S(Cl)(Cl)=O.C(=O)([O-])O.[Na+]. Given the product [C:27]([C:17]1[CH:16]=[C:15]([S:12]([N:1]2[C:7]3[CH:8]=[CH:9][CH:10]=[CH:11][C:6]=3[CH2:5][CH2:4][CH2:3][CH2:2]2)(=[O:13])=[O:14])[S:19][C:18]=1[N:20]=[CH:21][N:31]([CH3:32])[CH3:30])#[N:29], predict the reactants needed to synthesize it. (2) Given the product [P:1]([O:13][CH2:33][Cl:34])([O:3][C:4]([CH3:6])([CH3:7])[CH3:5])([O:8][C:9]([CH3:12])([CH3:11])[CH3:10])=[O:2], predict the reactants needed to synthesize it. The reactants are: [P:1]([O-:13])([O:8][C:9]([CH3:12])([CH3:11])[CH3:10])([O:3][C:4]([CH3:7])([CH3:6])[CH3:5])=[O:2].[K+].P([O-])([O-])(O)=O.[K+].[K+].COC(C)(C)C.ClS(O[CH2:33][Cl:34])(=O)=O. (3) Given the product [C:1]1([CH2:7][CH2:8][CH2:9][CH:10]([OH:11])[CH:12]=[CH2:13])[CH:6]=[CH:5][CH:4]=[CH:3][CH:2]=1, predict the reactants needed to synthesize it. The reactants are: [C:1]1([CH2:7][CH2:8][CH2:9][CH:10]=[O:11])[CH:6]=[CH:5][CH:4]=[CH:3][CH:2]=1.[CH:12]([Mg]Br)=[CH2:13]. (4) Given the product [CH3:15][C:16]1[CH:21]=[C:20]([CH3:22])[CH:19]=[CH:18][C:17]=1[CH:23]([C:35]1[CH:36]=[CH:37][CH:38]=[CH:39][CH:40]=1)[NH:24][C:25](=[O:34])[CH2:26][C:27]1[CH:32]=[CH:31][C:30]([O:33][CH2:49][CH2:48][C:47]2[C:42]([CH3:41])=[N:43][CH:44]=[CH:45][CH:46]=2)=[CH:29][CH:28]=1, predict the reactants needed to synthesize it. The reactants are: N(C(OC(C)C)=O)=NC(OC(C)C)=O.[CH3:15][C:16]1[CH:21]=[C:20]([CH3:22])[CH:19]=[CH:18][C:17]=1[CH:23]([C:35]1[CH:40]=[CH:39][CH:38]=[CH:37][CH:36]=1)[NH:24][C:25](=[O:34])[CH2:26][C:27]1[CH:32]=[CH:31][C:30]([OH:33])=[CH:29][CH:28]=1.[CH3:41][C:42]1[C:47]([CH2:48][CH2:49]O)=[CH:46][CH:45]=[CH:44][N:43]=1.C1(P(C2C=CC=CC=2)C2C=CC=CC=2)C=CC=CC=1. (5) Given the product [C:2]([C:4]1[C:5]([CH3:19])=[CH:6][C:7]([C:10]([NH:12][CH:13]2[CH2:18][CH2:17][N:16]([CH2:33][C@H:31]([OH:32])[C:22]3[C:21]([CH3:20])=[C:29]4[C:25](=[CH:24][CH:23]=3)[C:26](=[O:30])[O:27][CH2:28]4)[CH2:15][CH2:14]2)=[O:11])=[N:8][CH:9]=1)#[N:3], predict the reactants needed to synthesize it. The reactants are: Cl.[C:2]([C:4]1[C:5]([CH3:19])=[CH:6][C:7]([C:10]([NH:12][CH:13]2[CH2:18][CH2:17][NH:16][CH2:15][CH2:14]2)=[O:11])=[N:8][CH:9]=1)#[N:3].[CH3:20][C:21]1[C:29]2[CH2:28][O:27][C:26](=[O:30])[C:25]=2[CH:24]=[CH:23][C:22]=1[C@@H:31]1[CH2:33][O:32]1.